Dataset: Forward reaction prediction with 1.9M reactions from USPTO patents (1976-2016). Task: Predict the product of the given reaction. Given the reactants O.[C:2]([OH:6])(=[O:5])[CH:3]=[O:4].[CH3:7][C:8]([C:10]1[CH:15]=[CH:14][C:13]([Cl:16])=[CH:12][CH:11]=1)=[O:9], predict the reaction product. The product is: [Cl:16][C:13]1[CH:14]=[CH:15][C:10]([C:8](=[O:9])[CH2:7][CH:3]([OH:4])[C:2]([OH:6])=[O:5])=[CH:11][CH:12]=1.